This data is from Forward reaction prediction with 1.9M reactions from USPTO patents (1976-2016). The task is: Predict the product of the given reaction. (1) Given the reactants [C:1]([C:5]1[CH:9]=[C:8]([NH:10][C:11]([NH:13][C:14]2[CH:19]=[CH:18][C:17](Cl)=[CH:16][CH:15]=2)=[O:12])[N:7]([C:21]2[CH:26]=[CH:25][C:24]([O:27]CC3C=CC=CC=3)=[CH:23][CH:22]=2)[N:6]=1)([CH3:4])([CH3:3])[CH3:2], predict the reaction product. The product is: [C:1]([C:5]1[CH:9]=[C:8]([NH:10][C:11]([NH:13][C:14]2[CH:19]=[CH:18][CH:17]=[CH:16][CH:15]=2)=[O:12])[N:7]([C:21]2[CH:22]=[CH:23][C:24]([OH:27])=[CH:25][CH:26]=2)[N:6]=1)([CH3:4])([CH3:2])[CH3:3]. (2) Given the reactants [OH-].[Na+].C[O:4][C:5]([C:7]1[C:12]([Br:13])=[CH:11][N:10]2[CH:14]=[C:15]([C:17]3[CH:22]=[CH:21][CH:20]=[CH:19][CH:18]=3)[N:16]=[C:9]2[CH:8]=1)=[O:6].Cl, predict the reaction product. The product is: [Br:13][C:12]1[C:7]([C:5]([OH:6])=[O:4])=[CH:8][C:9]2[N:10]([CH:14]=[C:15]([C:17]3[CH:22]=[CH:21][CH:20]=[CH:19][CH:18]=3)[N:16]=2)[CH:11]=1. (3) Given the reactants C[N:2](C(ON1N=NC2C=CC=NC1=2)=[N+](C)C)C.F[P-](F)(F)(F)(F)F.[Br:25][C:26]1[CH:27]=[CH:28][C:29]([I:35])=[C:30]([CH:34]=1)[C:31](O)=[O:32].[Cl-].[NH4+].[OH-].[NH4+], predict the reaction product. The product is: [Br:25][C:26]1[CH:27]=[CH:28][C:29]([I:35])=[C:30]([CH:34]=1)[C:31]([NH2:2])=[O:32]. (4) Given the reactants [N:1]([CH2:4][CH:5]1[CH2:9][C:8]2[CH:10]=[CH:11][C:12]([Cl:21])=[C:13]([C:14]3[CH:19]=[CH:18][CH:17]=[CH:16][C:15]=3[Cl:20])[C:7]=2[O:6]1)=[N+]=[N-].C1(P(C2C=CC=CC=2)C2C=CC=CC=2)C=CC=CC=1, predict the reaction product. The product is: [Cl:21][C:12]1[CH:11]=[CH:10][C:8]2[CH2:9][CH:5]([CH2:4][NH2:1])[O:6][C:7]=2[C:13]=1[C:14]1[CH:19]=[CH:18][CH:17]=[CH:16][C:15]=1[Cl:20]. (5) Given the reactants F[C:2]1[CH:3]=[N:4][CH:5]=[CH:6][C:7]=1[N:8]1[CH:12]=[C:11]([CH3:13])[CH:10]=[N:9]1.Cl.[C:15]1(=[O:25])[C:19]2([CH2:24][CH2:23][NH:22][CH2:21][CH2:20]2)[CH2:18][CH2:17][NH:16]1.C(=O)([O-])[O-].[K+].[K+].CN1C(=O)CCC1, predict the reaction product. The product is: [CH3:13][C:11]1[CH:10]=[N:9][N:8]([C:7]2[CH:6]=[CH:5][N:4]=[CH:3][C:2]=2[N:22]2[CH2:23][CH2:24][C:19]3([C:15](=[O:25])[NH:16][CH2:17][CH2:18]3)[CH2:20][CH2:21]2)[CH:12]=1.